Dataset: Full USPTO retrosynthesis dataset with 1.9M reactions from patents (1976-2016). Task: Predict the reactants needed to synthesize the given product. (1) Given the product [CH:1]1([O:6][C:7]2[CH:15]=[CH:14][C:10]([C:11]([Cl:19])=[O:12])=[CH:9][N:8]=2)[CH2:5][CH2:4][CH2:3][CH2:2]1, predict the reactants needed to synthesize it. The reactants are: [CH:1]1([O:6][C:7]2[CH:15]=[CH:14][C:10]([C:11](O)=[O:12])=[CH:9][N:8]=2)[CH2:5][CH2:4][CH2:3][CH2:2]1.C(Cl)(=O)C([Cl:19])=O. (2) Given the product [CH2:1]([N:8]1[CH2:13][C@@H:12]([OH:14])[CH2:11][C@H:10]([C:20]([O:22][CH3:23])=[O:21])[C@H:9]1[C:24]([O:26][CH2:27][C:28]1[CH:29]=[CH:30][CH:31]=[CH:32][CH:33]=1)=[O:25])[C:2]1[CH:7]=[CH:6][CH:5]=[CH:4][CH:3]=1, predict the reactants needed to synthesize it. The reactants are: [CH2:1]([N:8]1[CH2:13][C@@H:12]([O:14]C(OCC)C)[CH2:11][C@H:10]([C:20]([O:22][CH3:23])=[O:21])[C@H:9]1[C:24]([O:26][CH2:27][C:28]1[CH:33]=[CH:32][CH:31]=[CH:30][CH:29]=1)=[O:25])[C:2]1[CH:7]=[CH:6][CH:5]=[CH:4][CH:3]=1.O.Cl.[OH-].[Na+]. (3) Given the product [Cl:1][C:2]1[CH:3]=[C:4]([NH2:17])[C:5]([NH:6][C@H:7]2[CH2:8][C@@H:9]([S:11]([CH3:14])(=[O:12])=[O:13])[CH2:10]2)=[CH:15][CH:16]=1, predict the reactants needed to synthesize it. The reactants are: [Cl:1][C:2]1[CH:16]=[CH:15][C:5]([NH:6][C@H:7]2[CH2:10][C@@H:9]([S:11]([CH3:14])(=[O:13])=[O:12])[CH2:8]2)=[C:4]([N+:17]([O-])=O)[CH:3]=1. (4) Given the product [CH3:23][C:24]1[CH:25]=[C:26]([NH:27][C:2]2[C:3]([NH:8][C:9]3[CH:14]=[CH:13][C:12]([C:15]4[C:20]([CH3:21])=[CH:19][CH:18]=[CH:17][C:16]=4[CH3:22])=[CH:11][CH:10]=3)=[N:4][CH:5]=[CH:6][N:7]=2)[CH:28]=[C:29]([CH3:31])[CH:30]=1, predict the reactants needed to synthesize it. The reactants are: Cl[C:2]1[C:3]([NH:8][C:9]2[CH:14]=[CH:13][C:12]([C:15]3[C:20]([CH3:21])=[CH:19][CH:18]=[CH:17][C:16]=3[CH3:22])=[CH:11][CH:10]=2)=[N:4][CH:5]=[CH:6][N:7]=1.[CH3:23][C:24]1[CH:25]=[C:26]([CH:28]=[C:29]([CH3:31])[CH:30]=1)[NH2:27].CC(C)([O-])C.[Na+]. (5) Given the product [CH:2]([C:1]([O:8][CH3:9])=[O:7])([C:3]([O:5][CH3:6])=[O:4])[CH2:14][CH2:13][C:12]([O:16][CH2:17][CH3:18])=[O:15], predict the reactants needed to synthesize it. The reactants are: [C:1]([O:8][CH3:9])(=[O:7])[CH2:2][C:3]([O:5][CH3:6])=[O:4].[H-].[Na+].[C:12]([O:16][CH2:17][CH3:18])(=[O:15])[CH:13]=[CH2:14]. (6) Given the product [CH2:1]([O:3][C:4]([C:6]1[C:15](=[O:16])[C:14]2[C:9](=[C:10]([C:19]#[C:20][CH2:21][CH:22]3[CH2:26][CH2:25][CH2:24][NH:23]3)[C:11]([F:18])=[C:12]([F:17])[CH:13]=2)[N:8]([CH:34]2[CH2:35][CH2:36]2)[CH:7]=1)=[O:5])[CH3:2], predict the reactants needed to synthesize it. The reactants are: [CH2:1]([O:3][C:4]([C:6]1[C:15](=[O:16])[C:14]2[C:9](=[C:10]([C:19]#[C:20][CH2:21][CH:22]3[CH2:26][CH2:25][CH2:24][N:23]3C(OC(C)(C)C)=O)[C:11]([F:18])=[C:12]([F:17])[CH:13]=2)[N:8]([CH:34]2[CH2:36][CH2:35]2)[CH:7]=1)=[O:5])[CH3:2].FC(F)(F)C(O)=O. (7) Given the product [ClH:1].[ClH:1].[CH2:35]([C:19]1[N:18]=[N:17][C:16]([O:15][CH:12]2[CH2:11][CH2:10][N:9]([CH2:8][CH2:7][C:6]([N:44]([CH3:45])[CH3:43])=[O:5])[CH2:14][CH2:13]2)=[CH:21][C:20]=1[C:22]1[CH:23]=[CH:24][C:25]([O:28][CH:29]2[CH2:34][CH2:33][CH2:32][CH2:31][CH2:30]2)=[CH:26][CH:27]=1)[CH2:36][CH2:37][CH3:38], predict the reactants needed to synthesize it. The reactants are: [ClH:1].Cl.C([O:5][C:6](=O)[CH2:7][CH2:8][N:9]1[CH2:14][CH2:13][CH:12]([O:15][C:16]2[N:17]=[N:18][C:19]([CH2:35][CH2:36][CH2:37][CH3:38])=[C:20]([C:22]3[CH:27]=[CH:26][C:25]([O:28][CH:29]4[CH2:34][CH2:33][CH2:32][CH2:31][CH2:30]4)=[CH:24][CH:23]=3)[CH:21]=2)[CH2:11][CH2:10]1)C.[Li+].[OH-].Cl.[CH3:43][NH:44][CH3:45].CN(C(ON1N=NC2C=CC=CC1=2)=[N+](C)C)C.F[P-](F)(F)(F)(F)F.CCN(C(C)C)C(C)C.Cl.